The task is: Regression. Given a peptide amino acid sequence and an MHC pseudo amino acid sequence, predict their binding affinity value. This is MHC class II binding data.. This data is from Peptide-MHC class II binding affinity with 134,281 pairs from IEDB. (1) The peptide sequence is NIQIRLPWYSYLYAV. The MHC is DRB1_0401 with pseudo-sequence DRB1_0401. The binding affinity (normalized) is 0.0721. (2) The peptide sequence is IPVIVADDLTAAINK. The MHC is HLA-DQA10201-DQB10301 with pseudo-sequence HLA-DQA10201-DQB10301. The binding affinity (normalized) is 0.574. (3) The peptide sequence is SKLKAEATTDGLGWY. The MHC is HLA-DPA10301-DPB10402 with pseudo-sequence HLA-DPA10301-DPB10402. The binding affinity (normalized) is 0.0894.